Dataset: Reaction yield outcomes from USPTO patents with 853,638 reactions. Task: Predict the reaction yield, written as a fraction of the theoretical maximum amount of product (1.0 means a 100% yield; for example, 0.34 means a 34% yield). (1) The yield is 0.448. The catalyst is O. The product is [CH3:22][N:14]1[C:15]2[N:16]=[CH:17][N:18]=[C:19]([NH2:21])[C:20]=2[C:12]([C:8]2[CH:7]=[C:6]3[C:11](=[CH:10][CH:9]=2)[N:3]([C:46](=[O:50])[CH2:75][C:73]2[N:69]([CH3:68])[CH:70]=[CH:72][CH:74]=2)[CH2:4][CH2:5]3)=[CH:13]1. The reactants are Cl.Cl.[NH:3]1[C:11]2[C:6](=[CH:7][C:8]([C:12]3[C:20]4[C:19]([NH2:21])=[N:18][CH:17]=[N:16][C:15]=4[N:14]([CH3:22])[CH:13]=3)=[CH:9][CH:10]=2)[CH2:5][CH2:4]1.N1C2C(=CC(C3C4C(N)=NC=NC=4N(C)C=3)=CC=2)CC1.CN([C:46]([O:50]N1N=NC2C=CC=NC1=2)=[N+](C)C)C.F[P-](F)(F)(F)(F)F.C[CH2:68][N:69]([CH:73]([CH3:75])[CH3:74])[CH:70]([CH3:72])C. (2) The reactants are [CH:1]([N:4]([CH3:23])[C:5]1[CH:22]=[CH:21][C:8]2[CH2:9][N:10](C(OC(C)(C)C)=O)[CH2:11][CH2:12][O:13][C:7]=2[CH:6]=1)([CH3:3])[CH3:2].C(OCC)(=O)C.[ClH:30]. No catalyst specified. The product is [ClH:30].[ClH:30].[CH:1]([N:4]([CH3:23])[C:5]1[CH:22]=[CH:21][C:8]2[CH2:9][NH:10][CH2:11][CH2:12][O:13][C:7]=2[CH:6]=1)([CH3:3])[CH3:2]. The yield is 0.498.